This data is from Full USPTO retrosynthesis dataset with 1.9M reactions from patents (1976-2016). The task is: Predict the reactants needed to synthesize the given product. (1) Given the product [Cl:11][C:12]1[CH:13]=[C:14]([CH2:19][C:20]2[CH:21]=[C:22]([OH:23])[N:1]([C:3]3[CH:8]=[C:7]([C:9]#[N:10])[CH:6]=[CH:5][N:4]=3)[N:2]=2)[CH:15]=[C:16]([Cl:18])[CH:17]=1, predict the reactants needed to synthesize it. The reactants are: [NH:1]([C:3]1[CH:8]=[C:7]([C:9]#[N:10])[CH:6]=[CH:5][N:4]=1)[NH2:2].[Cl:11][C:12]1[CH:13]=[C:14]([CH2:19][C:20](=O)[CH2:21][C:22](OC)=[O:23])[CH:15]=[C:16]([Cl:18])[CH:17]=1. (2) Given the product [Br:1][C:2]1[CH2:7][N:6]([CH2:21][CH3:22])[C:5]([OH:8])=[C:4]([C:9]([O:11][CH2:19][CH3:20])=[O:10])[CH:3]=1, predict the reactants needed to synthesize it. The reactants are: [Br:1][C:2]1[CH:3]=[C:4]([C:9]([OH:11])=[O:10])[C:5]([OH:8])=[N:6][CH:7]=1.C(=O)([O-])[O-].[Cs+].[Cs+].I[CH2:19][CH3:20].[CH2:21](O)[CH3:22]. (3) The reactants are: C[O:2][C:3]([C:5]1[S:6][C:7]2[CH:8]([N:25]3[CH2:30][CH2:29][O:28][CH2:27][CH2:26]3)[CH2:9][O:10][C:11]3[CH:18]=[CH:17][C:16]([C:19]#[C:20][C:21]([OH:24])([CH3:23])[CH3:22])=[CH:15][C:12]=3[C:13]=2[N:14]=1)=O.CO.[NH3:33]. Given the product [OH:24][C:21]([CH3:22])([CH3:23])[C:20]#[C:19][C:16]1[CH:17]=[CH:18][C:11]2[O:10][CH2:9][CH:8]([N:25]3[CH2:30][CH2:29][O:28][CH2:27][CH2:26]3)[C:7]3[S:6][C:5]([C:3]([NH2:33])=[O:2])=[N:14][C:13]=3[C:12]=2[CH:15]=1, predict the reactants needed to synthesize it. (4) Given the product [C:47]([O:46][C:45]([NH:44][CH2:43][CH2:42][NH:1][C@:2]12[CH2:37][CH2:36][C@@H:35]([C:38]([CH3:40])=[CH2:39])[C@@H:3]1[C@@H:4]1[C@@:17]([CH3:20])([CH2:18][CH2:19]2)[C@@:16]2([CH3:21])[C@@H:7]([C@:8]3([CH3:34])[C@@H:13]([CH2:14][CH2:15]2)[C:12]([CH3:22])([CH3:23])[C:11]([C:24]2[CH:25]=[CH:26][C:27]([C:28]([O:30][CH3:31])=[O:29])=[CH:32][CH:33]=2)=[CH:10][CH2:9]3)[CH2:6][CH2:5]1)=[O:51])([CH3:50])([CH3:49])[CH3:48], predict the reactants needed to synthesize it. The reactants are: [NH2:1][C@:2]12[CH2:37][CH2:36][C@@H:35]([C:38]([CH3:40])=[CH2:39])[C@@H:3]1[C@@H:4]1[C@@:17]([CH3:20])([CH2:18][CH2:19]2)[C@@:16]2([CH3:21])[C@@H:7]([C@:8]3([CH3:34])[C@@H:13]([CH2:14][CH2:15]2)[C:12]([CH3:23])([CH3:22])[C:11]([C:24]2[CH:33]=[CH:32][C:27]([C:28]([O:30][CH3:31])=[O:29])=[CH:26][CH:25]=2)=[CH:10][CH2:9]3)[CH2:6][CH2:5]1.O=[CH:42][CH2:43][NH:44][C:45](=[O:51])[O:46][C:47]([CH3:50])([CH3:49])[CH3:48].C(O[BH-](OC(=O)C)OC(=O)C)(=O)C.[Na+]. (5) Given the product [Cl:1][CH2:2][C:3]([NH:5][C:6]1[CH:11]=[CH:10][C:9]([C:12]2[N:14]=[C:21]([C:19]([O:18][CH2:16][CH3:17])=[O:20])[C:22]([OH:29])=[C:23]([OH:25])[N:13]=2)=[N:8][CH:7]=1)=[O:4], predict the reactants needed to synthesize it. The reactants are: [Cl:1][CH2:2][C:3]([NH:5][C:6]1[CH:7]=[N:8][C:9]([C:12](=[N:14]O)[NH2:13])=[CH:10][CH:11]=1)=[O:4].[CH2:16]([O:18][C:19]([C:21]#[C:22][C:23]([O:25]CC)=O)=[O:20])[CH3:17].C[OH:29].